From a dataset of Catalyst prediction with 721,799 reactions and 888 catalyst types from USPTO. Predict which catalyst facilitates the given reaction. (1) Reactant: [C:1]([O:5][C:6]([N:8]1[CH2:13][CH2:12][N:11]([C:14]2[CH:19]=[CH:18][C:17]([OH:20])=[CH:16][CH:15]=2)[CH2:10][CH2:9]1)=[O:7])([CH3:4])([CH3:3])[CH3:2].[C:21]([O:25][C:26]([N:28]1[CH2:33][CH2:32][CH:31](O)[CH2:30][CH2:29]1)=[O:27])([CH3:24])([CH3:23])[CH3:22].C1(P(C2C=CC=CC=2)C2C=CC=CC=2)C=CC=CC=1.CC(OC(/N=N/C(OC(C)(C)C)=O)=O)(C)C. Product: [C:1]([O:5][C:6]([N:8]1[CH2:13][CH2:12][N:11]([C:14]2[CH:15]=[CH:16][C:17]([O:20][CH:31]3[CH2:32][CH2:33][N:28]([C:26]([O:25][C:21]([CH3:24])([CH3:23])[CH3:22])=[O:27])[CH2:29][CH2:30]3)=[CH:18][CH:19]=2)[CH2:10][CH2:9]1)=[O:7])([CH3:4])([CH3:2])[CH3:3]. The catalyst class is: 2. (2) The catalyst class is: 4. Product: [Cl:1][C:2]1[CH:9]=[C:8]([O:10][CH2:27][O:26][CH2:25][CH2:24][Si:21]([CH3:23])([CH3:22])[CH3:20])[CH:7]=[CH:6][C:3]=1[C:4]#[N:5]. Reactant: [Cl:1][C:2]1[CH:9]=[C:8]([OH:10])[CH:7]=[CH:6][C:3]=1[C:4]#[N:5].CCN(C(C)C)C(C)C.[CH3:20][Si:21]([CH2:24][CH2:25][O:26][CH2:27]Cl)([CH3:23])[CH3:22]. (3) Reactant: CCC(C)[BH-](C(C)CC)C(C)CC.[Li+].[C:15]1([CH2:21][O:22][C:23]([C@:25]2([NH:42][C:43]([O:45][C:46]([CH3:49])([CH3:48])[CH3:47])=[O:44])[CH2:30][C:29](=[O:31])[C@@H:28]3[C@H:26]2[C@H:27]3[C:32]([O:34][CH2:35][C:36]2[CH:41]=[CH:40][CH:39]=[CH:38][CH:37]=2)=[O:33])=[O:24])[CH:20]=[CH:19][CH:18]=[CH:17][CH:16]=1. Product: [CH2:21]([O:22][C:23]([C@:25]1([NH:42][C:43]([O:45][C:46]([CH3:49])([CH3:48])[CH3:47])=[O:44])[CH2:30][C@H:29]([OH:31])[C@@H:28]2[C@H:26]1[C@H:27]2[C:32]([O:34][CH2:35][C:36]1[CH:41]=[CH:40][CH:39]=[CH:38][CH:37]=1)=[O:33])=[O:24])[C:15]1[CH:16]=[CH:17][CH:18]=[CH:19][CH:20]=1. The catalyst class is: 7. (4) Reactant: [Cl:1][C:2]1[CH:7]=[CH:6][CH:5]=[CH:4][C:3]=1[C:8]1[CH:17]=[C:16]([N+:18]([O-:20])=[O:19])[CH:15]=[C:14]2[C:9]=1[CH2:10][N:11](CC1C=CC(OC)=CC=1)[C:12](=[O:29])[N:13]2[C:21]1[C:26]([Cl:27])=[CH:25][CH:24]=[CH:23][C:22]=1[Cl:28]. Product: [Cl:1][C:2]1[CH:7]=[CH:6][CH:5]=[CH:4][C:3]=1[C:8]1[CH:17]=[C:16]([N+:18]([O-:20])=[O:19])[CH:15]=[C:14]2[C:9]=1[CH2:10][NH:11][C:12](=[O:29])[N:13]2[C:21]1[C:26]([Cl:27])=[CH:25][CH:24]=[CH:23][C:22]=1[Cl:28]. The catalyst class is: 55. (5) Reactant: [NH2:1][C:2]1[CH:3]=[C:4]([O:9][C:10]2[CH:15]=[CH:14][C:13]([CH2:16][OH:17])=[CH:12][CH:11]=2)[CH:5]=[CH:6][C:7]=1[NH2:8].[CH2:18]1COCC1. Product: [NH:8]1[C:7]2[CH:6]=[CH:5][C:4]([O:9][C:10]3[CH:15]=[CH:14][C:13]([CH2:16][OH:17])=[CH:12][CH:11]=3)=[CH:3][C:2]=2[N:1]=[CH:18]1. The catalyst class is: 106.